From a dataset of Reaction yield outcomes from USPTO patents with 853,638 reactions. Predict the reaction yield, written as a fraction of the theoretical maximum amount of product (1.0 means a 100% yield; for example, 0.34 means a 34% yield). (1) The reactants are [NH2:1][C:2]1[CH:3]=[CH:4][C:5]([F:26])=[C:6]([C@:8]2([CH3:25])[CH2:16][C:12]3([CH2:15][CH2:14][CH2:13]3)[O:11][C:10]([NH:17][C:18](=[O:24])[O:19][C:20]([CH3:23])([CH3:22])[CH3:21])=[N:9]2)[CH:7]=1.Cl[C:28]1[C:37]2[C:32](=[CH:33][C:34]([Cl:38])=[CH:35][CH:36]=2)[N:31]=[CH:30][N:29]=1.C(=O)([O-])[O-].[K+].[K+]. The catalyst is C(O)(C)C. The product is [Cl:38][C:34]1[CH:33]=[C:32]2[C:37]([C:28]([NH:1][C:2]3[CH:3]=[CH:4][C:5]([F:26])=[C:6]([C@:8]4([CH3:25])[CH2:16][C:12]5([CH2:15][CH2:14][CH2:13]5)[O:11][C:10]([NH:17][C:18](=[O:24])[O:19][C:20]([CH3:21])([CH3:22])[CH3:23])=[N:9]4)[CH:7]=3)=[N:29][CH:30]=[N:31]2)=[CH:36][CH:35]=1. The yield is 0.850. (2) The reactants are F[C:2]1[CH:3]=[C:4]([OH:11])[CH:5]=[CH:6][C:7]=1[N+:8]([O-:10])=[O:9].[CH3:12][NH2:13]. The catalyst is O.Cl. The product is [CH3:12][NH:13][C:2]1[CH:3]=[C:4]([OH:11])[CH:5]=[CH:6][C:7]=1[N+:8]([O-:10])=[O:9]. The yield is 0.950. (3) The reactants are [N+:1]([C:4]1[CH:31]=[CH:30][C:7]([O:8][CH2:9][C:10]([O:12][CH2:13][CH2:14][O:15][C:16](=[O:29])[CH:17]([O:19][C:20]2[CH:25]=[CH:24][C:23]([N+:26]([O-])=O)=[CH:22][CH:21]=2)[CH3:18])=[O:11])=[CH:6][CH:5]=1)([O-])=O. The catalyst is CN(C)C=O.[Pd]. The product is [NH2:1][C:4]1[CH:31]=[CH:30][C:7]([O:8][CH2:9][C:10]([O:12][CH2:13][CH2:14][O:15][C:16](=[O:29])[CH:17]([O:19][C:20]2[CH:21]=[CH:22][C:23]([NH2:26])=[CH:24][CH:25]=2)[CH3:18])=[O:11])=[CH:6][CH:5]=1. The yield is 0.580. (4) The product is [Si:1]([O:8][C@@:9]12[C:16](=[O:17])[O:15][C@H:13]([CH2:14]1)[C@H:12]([O:18][Si:19]([C:22]([CH3:25])([CH3:24])[CH3:23])([CH3:20])[CH3:21])[C:11](=[O:26])[CH2:10]2)([C:4]([CH3:7])([CH3:6])[CH3:5])([CH3:3])[CH3:2]. The catalyst is C(Cl)Cl.CCCCCC. The reactants are [Si:1]([O:8][C@:9]12[C:16](=[O:17])[O:15][C@H:13]([CH2:14]1)[C@H:12]([O:18][Si:19]([C:22]([CH3:25])([CH3:24])[CH3:23])([CH3:21])[CH3:20])[C@H:11]([OH:26])[CH2:10]2)([C:4]([CH3:7])([CH3:6])[CH3:5])([CH3:3])[CH3:2].[Cr](O[Cr]([O-])(=O)=O)([O-])(=O)=O.[NH+]1C=CC=CC=1.[NH+]1C=CC=CC=1. The yield is 0.950. (5) The reactants are C([N:8]1[C:16]2[C:11](=[CH:12][C:13](Br)=[CH:14][CH:15]=2)[C:10]([CH3:18])=[N:9]1)(OC(C)(C)C)=O.C([O-])(=O)C.[K+].B1(B2OC(C)(C)C(C)(C)O2)OC(C)(C)C(C)(C)O1.C(Cl)[Cl:43].C(OC([N:52]1[CH2:57][CH2:56][CH2:55][CH:54]([NH:58][C:59]2[CH:60]=[CH:61][C:62]3[N:63]([C:65](Br)=[CH:66][N:67]=3)[N:64]=2)[CH2:53]1)=O)(C)(C)C.C(=O)([O-])[O-].[K+].[K+].[ClH:75]. The catalyst is CN(C=O)C.C1C=CC(P(C2C=CC=CC=2)[C-]2C=CC=C2)=CC=1.C1C=CC(P(C2C=CC=CC=2)[C-]2C=CC=C2)=CC=1.Cl[Pd]Cl.[Fe+2].O. The product is [ClH:43].[ClH:75].[ClH:43].[CH3:18][C:10]1[C:11]2[C:16](=[CH:15][CH:14]=[C:13]([C:65]3[N:63]4[N:64]=[C:59]([NH:58][CH:54]5[CH2:55][CH2:56][CH2:57][NH:52][CH2:53]5)[CH:60]=[CH:61][C:62]4=[N:67][CH:66]=3)[CH:12]=2)[NH:8][N:9]=1. The yield is 0.340. (6) The reactants are [NH:1]1[C:10]2[C:5](=[CH:6][CH:7]=[CH:8][CH:9]=2)[CH2:4][CH:3]([NH:11][C:12](=[O:18])[O:13][C:14]([CH3:17])([CH3:16])[CH3:15])[CH2:2]1.[Br-:19].[Br-].[Br-].[NH+]1C=CC=CC=1.[NH+]1C=CC=CC=1.[NH+]1C=CC=CC=1.O.CCOCC. The catalyst is C1COCC1. The product is [C:14]([O:13][C:12](=[O:18])[NH:11][CH:3]1[CH2:4][C:5]2[C:10](=[CH:9][CH:8]=[C:7]([Br:19])[CH:6]=2)[NH:1][CH2:2]1)([CH3:15])([CH3:17])[CH3:16]. The yield is 0.700. (7) The reactants are N([O-])=O.[Na+].[NH2:5][C:6]1[CH:11]=[C:10]([F:12])[C:9]([N:13]2[CH2:18][CH2:17][C:16](=[O:19])[CH2:15][CH2:14]2)=[C:8]([F:20])[CH:7]=1.[N-:21]=[N+:22]=[N-].[Na+].C([O-])(=O)C.[Na+]. The catalyst is Cl. The product is [N:5]([C:6]1[CH:11]=[C:10]([F:12])[C:9]([N:13]2[CH2:14][CH2:15][C:16](=[O:19])[CH2:17][CH2:18]2)=[C:8]([F:20])[CH:7]=1)=[N+:21]=[N-:22]. The yield is 0.550. (8) The reactants are [C:1]([O:4][C:5]1[CH:10]=[CH:9][C:8]([C:11]([C:26]2[CH:31]=[CH:30][C:29]([O:32][C:33](=[O:35])[CH3:34])=[CH:28][CH:27]=2)=[C:12]([C:15]2[CH:20]=[CH:19][C:18](/[CH:21]=[CH:22]/[C:23](O)=[O:24])=[CH:17][CH:16]=2)[CH2:13][CH3:14])=[CH:7][CH:6]=1)(=[O:3])[CH3:2].C(Cl)(=O)C(Cl)=O.[NH4+:42].[OH-]. The catalyst is C(Cl)Cl.CCOC(C)=O. The product is [C:1]([O:4][C:5]1[CH:10]=[CH:9][C:8]([C:11]([C:26]2[CH:31]=[CH:30][C:29]([O:32][C:33](=[O:35])[CH3:34])=[CH:28][CH:27]=2)=[C:12]([C:15]2[CH:20]=[CH:19][C:18](/[CH:21]=[CH:22]/[C:23]([NH2:42])=[O:24])=[CH:17][CH:16]=2)[CH2:13][CH3:14])=[CH:7][CH:6]=1)(=[O:3])[CH3:2]. The yield is 0.870.